This data is from Full USPTO retrosynthesis dataset with 1.9M reactions from patents (1976-2016). The task is: Predict the reactants needed to synthesize the given product. (1) Given the product [Br:20][C:18]1[N:19]=[C:14]([NH:12][CH2:11][C:7]2[CH:6]=[C:5]3[C:10](=[CH:9][CH:8]=2)[N:1]=[CH:2][CH:3]=[CH:4]3)[C:15]([NH2:21])=[N:16][CH:17]=1, predict the reactants needed to synthesize it. The reactants are: [N:1]1[C:10]2[C:5](=[CH:6][C:7]([CH2:11][NH2:12])=[CH:8][CH:9]=2)[CH:4]=[CH:3][CH:2]=1.Br[C:14]1[C:15]([NH2:21])=[N:16][CH:17]=[C:18]([Br:20])[N:19]=1.C(N(C(C)C)CC)(C)C. (2) Given the product [C:30]([N:37]1[CH2:10][C:9]2[CH:11]=[CH:12][CH:13]=[CH:14][C:8]=2[N:7]([NH2:6])[CH2:36][CH2:35]1)(=[O:29])[CH3:31], predict the reactants needed to synthesize it. The reactants are: C(C1C=[N:6][NH:7][C:8]2[CH:14]=[CH:13][CH:12]=[CH:11][C:9]=2[CH:10]=1)(=O)C.C1(C)C=C(C)C=C(C)C=1S(ONC(=O)[O:29][CH2:30][CH:31]=C)(=O)=O.[CH2:35]([NH:37]CC)[CH3:36]. (3) Given the product [C:2]1([CH3:1])[CH2:7][CH2:6][CH:5]([CH:8]([CH3:10])[CH3:9])[CH2:4][CH:3]=1, predict the reactants needed to synthesize it. The reactants are: [CH3:1][C:2]1[CH2:7][CH2:6][C@@H:5]([C:8]([CH3:10])=[CH2:9])[CH2:4][CH:3]=1. (4) Given the product [OH:23][C:15]1[CH:14]=[CH:13][C:12]([C@@H:10]([OH:11])[CH2:9][NH:8][C@@H:31]([CH2:34][C:35]2[CH:36]=[CH:37][C:38]([O:41][C:42]3[C:51]4[C:46](=[CH:47][CH:48]=[C:49]([F:52])[CH:50]=4)[N:45]=[CH:44][CH:43]=3)=[CH:39][CH:40]=2)[CH2:32][OH:33])=[CH:17][C:16]=1[NH:18][S:19]([CH3:22])(=[O:21])=[O:20], predict the reactants needed to synthesize it. The reactants are: C([N:8]([C@@H:31]([CH2:34][C:35]1[CH:40]=[CH:39][C:38]([O:41][C:42]2[C:51]3[C:46](=[CH:47][CH:48]=[C:49]([F:52])[CH:50]=3)[N:45]=[CH:44][CH:43]=2)=[CH:37][CH:36]=1)[CH2:32][OH:33])[CH2:9][C@@H:10]([C:12]1[CH:13]=[CH:14][C:15]([O:23]CC2C=CC=CC=2)=[C:16]([NH:18][S:19]([CH3:22])(=[O:21])=[O:20])[CH:17]=1)[OH:11])C1C=CC=CC=1. (5) Given the product [NH:51]1[C:52]2[CH:58]=[CH:57][CH:56]=[CH:55][C:53]=2[N:54]=[C:50]1[NH:49][C:40](=[O:42])[C@@H:39]([C:31]1[CH:32]=[CH:33][C:34]([S:35]([CH3:38])(=[O:36])=[O:37])=[C:29]([Cl:28])[CH:30]=1)[CH2:43][CH:44]1[CH2:48][CH2:47][CH2:46][CH2:45]1, predict the reactants needed to synthesize it. The reactants are: C1(P(C2C=CC=CC=2)C2C=CC=CC=2)C=CC=CC=1.BrN1C(=O)CCC1=O.[Cl:28][C:29]1[CH:30]=[C:31]([C@@H:39]([CH2:43][CH:44]2[CH2:48][CH2:47][CH2:46][CH2:45]2)[C:40]([OH:42])=O)[CH:32]=[CH:33][C:34]=1[S:35]([CH3:38])(=[O:37])=[O:36].[NH2:49][C:50]1[NH:51][C:52]2[CH:58]=[CH:57][CH:56]=[CH:55][C:53]=2[N:54]=1.N1C=CC=CC=1. (6) Given the product [Cl:32][C:33]([F:38])([F:37])[C:34]1[NH:11][C:10]2[CH:9]=[CH:8][CH:7]=[C:3]([C:4]([NH2:6])=[O:5])[C:2]=2[N:1]=1, predict the reactants needed to synthesize it. The reactants are: [NH2:1][C:2]1[C:10]([N+:11]([O-])=O)=[CH:9][CH:8]=[CH:7][C:3]=1[C:4]([NH2:6])=[O:5].[H][H].NC1C(N)=CC=CC=1C(N)=O.C([O-])(O)=O.[Na+].[Cl:32][C:33]([F:38])([F:37])[C:34](O)=O. (7) Given the product [CH2:10]([N:17]1[CH2:22][CH2:21][C:20]([C:3]2[CH:8]=[CH:7][CH:6]=[C:5]([CH3:9])[CH:4]=2)([OH:23])[CH2:19][CH2:18]1)[C:11]1[CH:12]=[CH:13][CH:14]=[CH:15][CH:16]=1, predict the reactants needed to synthesize it. The reactants are: [Mg].Br[C:3]1[CH:8]=[CH:7][CH:6]=[C:5]([CH3:9])[CH:4]=1.[CH2:10]([N:17]1[CH2:22][CH2:21][C:20](=[O:23])[CH2:19][CH2:18]1)[C:11]1[CH:16]=[CH:15][CH:14]=[CH:13][CH:12]=1. (8) Given the product [Cl:1][C:2]1[C:11]([O:12][CH3:13])=[CH:10][C:5]([C:6]([O:8][CH3:9])=[O:7])=[CH:4][C:3]=1[CH2:14][O:15][C:16]1[CH:17]=[N:18][C:19]([NH:35][C:34]2[CH:33]=[CH:32][C:31]([N:26]3[CH2:25][C@@H:24]([CH3:23])[NH:29][C@@H:28]([CH3:30])[CH2:27]3)=[CH:37][CH:36]=2)=[N:20][CH:21]=1, predict the reactants needed to synthesize it. The reactants are: [Cl:1][C:2]1[C:11]([O:12][CH3:13])=[CH:10][C:5]([C:6]([O:8][CH3:9])=[O:7])=[CH:4][C:3]=1[CH2:14][O:15][C:16]1[CH:17]=[N:18][C:19](Cl)=[N:20][CH:21]=1.[CH3:23][C@@H:24]1[NH:29][C@H:28]([CH3:30])[CH2:27][N:26]([C:31]2[CH:37]=[CH:36][C:34]([NH2:35])=[CH:33][CH:32]=2)[CH2:25]1.CC1(C)C2C(=C(P(C3C=CC=CC=3)C3C=CC=CC=3)C=CC=2)OC2C(P(C3C=CC=CC=3)C3C=CC=CC=3)=CC=CC1=2.C([O-])([O-])=O.[Cs+].[Cs+].